Dataset: Catalyst prediction with 721,799 reactions and 888 catalyst types from USPTO. Task: Predict which catalyst facilitates the given reaction. (1) Reactant: C(OC(=O)[NH:7][CH:8]([CH3:30])[CH2:9][C:10]1[CH:15]=[CH:14][CH:13]=[C:12]([NH:16][C:17]([NH:19][C:20]23[CH2:29][CH:24]4[CH2:25][CH:26]([CH2:28][CH:22]([CH2:23]4)[CH2:21]2)[CH2:27]3)=[O:18])[CH:11]=1)(C)(C)C.NCCC1C=C(NC(NCC2C=CC(F)=CC=2)=O)C=CC=1. Product: [C:20]12([NH:19][C:17]([NH:16][C:12]3[CH:13]=[CH:14][CH:15]=[C:10]([CH2:9][CH:8]([NH2:7])[CH3:30])[CH:11]=3)=[O:18])[CH2:27][CH:26]3[CH2:25][CH:24]([CH2:23][CH:22]([CH2:28]3)[CH2:21]1)[CH2:29]2. The catalyst class is: 12. (2) Reactant: [CH3:1][O:2][C:3]1[CH:8]=[C:7]([CH2:9][O:10][CH3:11])[CH:6]=[C:5]([O:12][CH3:13])[C:4]=1[C:14](=[O:17])[CH2:15][CH3:16].C(N(CC)CC)C.FC(F)(F)S(O[Si](C(C)(C)C)(C)C)(=O)=O.[Br:40]N1C(=O)CCC1=O.C(=O)([O-])O.[Na+]. Product: [Br:40][CH:15]([CH3:16])[C:14]([C:4]1[C:5]([O:12][CH3:13])=[CH:6][C:7]([CH2:9][O:10][CH3:11])=[CH:8][C:3]=1[O:2][CH3:1])=[O:17]. The catalyst class is: 7. (3) Product: [N:1]1[NH:2][N:3]=[N:14][C:13]=1[CH2:15][CH2:16][O:17][C:18]([N:20]1[C:29]2[C:24](=[N:25][C:26]([C:30]([F:33])([F:32])[F:31])=[CH:27][CH:28]=2)[C@@H:23]([N:34]([CH2:41][C:42]2[CH:43]=[C:44]([C:52]([F:55])([F:54])[F:53])[CH:45]=[C:46]([C:48]([F:51])([F:50])[F:49])[CH:47]=2)[C:35]2[N:36]=[N:37][N:38]([CH3:40])[N:39]=2)[CH2:22][C@H:21]1[CH2:56][CH3:57])=[O:19]. Reactant: [N-:1]=[N+:2]=[N-:3].[Na+].Cl.C(N(CC)CC)C.[C:13]([CH2:15][CH2:16][O:17][C:18]([N:20]1[C:29]2[C:24](=[N:25][C:26]([C:30]([F:33])([F:32])[F:31])=[CH:27][CH:28]=2)[C@@H:23]([N:34]([CH2:41][C:42]2[CH:47]=[C:46]([C:48]([F:51])([F:50])[F:49])[CH:45]=[C:44]([C:52]([F:55])([F:54])[F:53])[CH:43]=2)[C:35]2[N:36]=[N:37][N:38]([CH3:40])[N:39]=2)[CH2:22][C@H:21]1[CH2:56][CH3:57])=[O:19])#[N:14].Cl. The catalyst class is: 11. (4) Reactant: [CH:1]1[C:13]2[NH:12][C:11]3[C:6](=[CH:7][CH:8]=[CH:9][CH:10]=3)[C:5]=2[C:4](OS(C(F)(F)F)(=O)=O)=[CH:3][CH:2]=1.[C:22]1([N:28]2[C:40]3[CH:39]=[CH:38][C:37](B(O)O)=[CH:36][C:35]=3[C:34]3[C:29]2=[CH:30][CH:31]=[CH:32][CH:33]=3)[CH:27]=[CH:26][CH:25]=[CH:24][CH:23]=1.C(=O)([O-])[O-].[Na+].[Na+]. Product: [C:22]1([N:28]2[C:40]3[CH:39]=[CH:38][C:37]([C:7]4[C:6]5[C:5]6[C:13](=[CH:1][CH:2]=[CH:3][CH:4]=6)[NH:12][C:11]=5[CH:10]=[CH:9][CH:8]=4)=[CH:36][C:35]=3[C:34]3[C:29]2=[CH:30][CH:31]=[CH:32][CH:33]=3)[CH:27]=[CH:26][CH:25]=[CH:24][CH:23]=1. The catalyst class is: 57. (5) Reactant: [Br:1][C:2]1[CH:3]=[C:4]([C:8]2[CH:12]=[C:11]([O:13][C:14]3[CH:19]=[CH:18][C:17]([C:20]([F:23])([F:22])[F:21])=[CH:16][CH:15]=3)[N:10]([CH2:24][CH2:25][OH:26])[N:9]=2)[CH:5]=[CH:6][CH:7]=1.N1C(C)=CC=CC=1C.O([Si:43]([C:46]([CH3:49])([CH3:48])[CH3:47])([CH3:45])[CH3:44])S(C(F)(F)F)(=O)=O. Product: [Br:1][C:2]1[CH:3]=[C:4]([C:8]2[CH:12]=[C:11]([O:13][C:14]3[CH:15]=[CH:16][C:17]([C:20]([F:22])([F:23])[F:21])=[CH:18][CH:19]=3)[N:10]([CH2:24][CH2:25][O:26][Si:43]([C:46]([CH3:49])([CH3:48])[CH3:47])([CH3:45])[CH3:44])[N:9]=2)[CH:5]=[CH:6][CH:7]=1. The catalyst class is: 2.